Task: Predict the reaction yield, written as a fraction of the theoretical maximum amount of product (1.0 means a 100% yield; for example, 0.34 means a 34% yield).. Dataset: Reaction yield outcomes from USPTO patents with 853,638 reactions (1) The catalyst is CN(C=O)C.CCOC(C)=O.O. The reactants are [NH2:1][CH2:2][C:3]1[CH:4]=[C:5]([N:9]2[C:17]([CH3:19])([CH3:18])[C:16]3[C:11](=[CH:12][CH:13]=[C:14]([Cl:20])[CH:15]=3)[C:10]2=[O:21])[CH:6]=[N:7][CH:8]=1.CCN(CC)CC.[CH3:29][C:30]1[C:31]([C:36](O)=[O:37])=[N:32][CH:33]=[CH:34][CH:35]=1.CN(C(ON1N=NC2C=CC=NC1=2)=[N+](C)C)C.F[P-](F)(F)(F)(F)F. The yield is 0.240. The product is [Cl:20][C:14]1[CH:15]=[C:16]2[C:11]([C:10](=[O:21])[N:9]([C:5]3[CH:4]=[C:3]([CH2:2][NH:1][C:36]([C:31]4[C:30]([CH3:29])=[CH:35][CH:34]=[CH:33][N:32]=4)=[O:37])[CH:8]=[N:7][CH:6]=3)[C:17]2([CH3:18])[CH3:19])=[CH:12][CH:13]=1. (2) The product is [C:25]([Si:29]([CH3:40])([CH3:39])[O:30][CH2:31][CH2:32][N:33]1[CH:37]=[CH:36][C:35]([NH:38][C:13](=[O:15])[CH:12]([N:8]2[C:9](=[O:11])[CH:10]=[C:5]([O:4][C:3]3[C:20]([F:24])=[CH:21][CH:22]=[CH:23][C:2]=3[F:1])[CH:6]=[N:7]2)[CH2:16][CH:17]([CH3:19])[CH3:18])=[N:34]1)([CH3:28])([CH3:27])[CH3:26]. The reactants are [F:1][C:2]1[CH:23]=[CH:22][CH:21]=[C:20]([F:24])[C:3]=1[O:4][C:5]1[CH:6]=[N:7][N:8]([CH:12]([CH2:16][CH:17]([CH3:19])[CH3:18])[C:13]([OH:15])=O)[C:9](=[O:11])[CH:10]=1.[C:25]([Si:29]([CH3:40])([CH3:39])[O:30][CH2:31][CH2:32][N:33]1[CH:37]=[CH:36][C:35]([NH2:38])=[N:34]1)([CH3:28])([CH3:27])[CH3:26]. The yield is 0.680. No catalyst specified.